Dataset: Forward reaction prediction with 1.9M reactions from USPTO patents (1976-2016). Task: Predict the product of the given reaction. (1) The product is: [CH:39]1([CH2:42][O:26][C:22]2[CH:21]=[C:20]([CH2:19][C@H:18]([NH:27][C:28](=[O:30])[CH3:29])[C@H:17]3[C@H:16]4[CH2:15][O:14][C@@H:13]([O:32][CH2:33][C:34]([CH3:36])([CH3:37])[CH3:35])[C@H:12]([CH3:38])[N:11]4[C:9](=[O:8])[O:10]3)[CH:25]=[CH:24][CH:23]=2)[CH2:41][CH2:40]1. Given the reactants C([O:8][C:9]([N:11]1[C@@H:16]([C@@H:17](O)[C@@H:18]([NH:27][C:28](=[O:30])[CH3:29])[CH2:19][C:20]2[CH:25]=[CH:24][CH:23]=[C:22]([OH:26])[CH:21]=2)[CH2:15][O:14][C@@H:13]([O:32][CH2:33][C:34]([CH3:37])([CH3:36])[CH3:35])[C@@H:12]1[CH3:38])=[O:10])C1C=CC=CC=1.[CH:39]1([CH2:42]Br)[CH2:41][CH2:40]1.C(=O)([O-])[O-].[Cs+].[Cs+].CN(C)C=O, predict the reaction product. (2) Given the reactants [CH2:1]([N:3]([CH2:21][CH3:22])[C:4](=[O:20])[CH2:5][N:6]1[CH2:11][CH2:10][N:9]([C:12]2[CH:17]=[CH:16][CH:15]=[C:14]([CH2:18][OH:19])[N:13]=2)[CH2:8][CH2:7]1)[CH3:2], predict the reaction product. The product is: [CH2:21]([N:3]([CH2:1][CH3:2])[C:4](=[O:20])[CH2:5][N:6]1[CH2:7][CH2:8][N:9]([C:12]2[CH:17]=[CH:16][CH:15]=[C:14]([CH:18]=[O:19])[N:13]=2)[CH2:10][CH2:11]1)[CH3:22]. (3) Given the reactants Br[C:2]1[CH:3]=[C:4]2[C:8](=[C:9]([CH3:11])[CH:10]=1)[N:7](C(C1C=CC=CC=1)(C1C=CC=CC=1)C1C=CC=CC=1)[N:6]=[C:5]2[C:31]1[CH:36]=[CH:35][CH:34]=[C:33]([F:37])[CH:32]=1.C[N:39]([CH3:42])C=O, predict the reaction product. The product is: [F:37][C:33]1[CH:32]=[C:31]([C:5]2[C:4]3[C:8](=[C:9]([CH3:11])[CH:10]=[C:2]([C:42]#[N:39])[CH:3]=3)[NH:7][N:6]=2)[CH:36]=[CH:35][CH:34]=1. (4) Given the reactants [CH2:1]([O:8][CH2:9][CH:10]=[CH2:11])[C:2]1[CH:7]=[CH:6][CH:5]=[CH:4][CH:3]=1.[Cl:12][C:13]([Cl:18])(Cl)[C:14](Cl)=[O:15].COCCOC, predict the reaction product. The product is: [CH2:1]([O:8][CH2:9][CH:10]1[CH2:11][C:14](=[O:15])[C:13]1([Cl:18])[Cl:12])[C:2]1[CH:7]=[CH:6][CH:5]=[CH:4][CH:3]=1. (5) Given the reactants [S:1]1[CH:5]=[CH:4][CH:3]=[C:2]1[CH2:6][OH:7].[C:8]([Si:12](Cl)([CH3:14])[CH3:13])([CH3:11])([CH3:10])[CH3:9].C(N(C(C)C)CC)(C)C, predict the reaction product. The product is: [C:8]([Si:12]([CH3:14])([CH3:13])[O:7][CH2:6][C:2]1[S:1][CH:5]=[CH:4][CH:3]=1)([CH3:11])([CH3:10])[CH3:9]. (6) Given the reactants [C:1]([C:5]1[CH:6]=[C:7]2[C:12](=[O:13])[N:11]([CH:14]([C:19]3[CH:24]=[CH:23][C:22]([O:25][CH3:26])=[C:21]([O:27][CH2:28][CH3:29])[CH:20]=3)[CH2:15][C:16](O)=[O:17])[C:9](=[O:10])[C:8]2=[CH:30][CH:31]=1)([CH3:4])([CH3:3])[CH3:2].C(N1C=CN=C1)(N1C=CN=C1)=O.Cl.[NH2:45][OH:46], predict the reaction product. The product is: [C:1]([C:5]1[CH:6]=[C:7]2[C:12](=[O:13])[N:11]([CH:14]([C:19]3[CH:24]=[CH:23][C:22]([O:25][CH3:26])=[C:21]([O:27][CH2:28][CH3:29])[CH:20]=3)[CH2:15][C:16]([NH:45][OH:46])=[O:17])[C:9](=[O:10])[C:8]2=[CH:30][CH:31]=1)([CH3:4])([CH3:3])[CH3:2]. (7) Given the reactants [C:1]([O:5][C:6]([C@:8]1([C:19](=[O:24])[N:20]([O:22][CH3:23])[CH3:21])[C@@H:10]([C:11]2[CH:16]=[CH:15][CH:14]=[CH:13][CH:12]=2)[C@H:9]1[CH2:17][OH:18])=[O:7])([CH3:4])([CH3:3])[CH3:2].[CH3:25]I, predict the reaction product. The product is: [C:1]([O:5][C:6]([C@:8]1([C:19](=[O:24])[N:20]([O:22][CH3:23])[CH3:21])[C@@H:10]([C:11]2[CH:16]=[CH:15][CH:14]=[CH:13][CH:12]=2)[C@H:9]1[CH2:17][O:18][CH3:25])=[O:7])([CH3:4])([CH3:3])[CH3:2]. (8) Given the reactants [ClH:1].[NH2:2][OH:3].[OH-].[K+].[CH3:6][O:7][C:8](=[O:32])[CH2:9][N:10]1[CH2:13][CH:12]([CH2:14][N:15]([CH2:24][C:25]2[C:30]([CH3:31])=[CH:29][CH:28]=[CH:27][N:26]=2)[CH2:16][C:17]2[C:22]([CH3:23])=[CH:21][CH:20]=[CH:19][N:18]=2)[CH2:11]1.[ClH:33], predict the reaction product. The product is: [CH2:6]([Cl:33])[Cl:1].[CH3:6][OH:7].[NH4+:10].[OH-:3].[CH3:23][C:22]1[C:17]([CH2:16][N:15]([CH2:14][CH:12]2[CH2:13][N:10]([CH2:9][C:8]([NH:2][OH:3])=[O:32])[CH2:11]2)[CH2:24][C:25]2[C:30]([CH3:31])=[CH:29][CH:28]=[CH:27][N:26]=2)=[N:18][CH:19]=[CH:20][CH:21]=1. (9) Given the reactants Br[C:2]1[CH:12]=[CH:11][CH:10]=[CH:9][C:3]=1[C:4]([O:6][CH2:7][CH3:8])=[O:5].[N:13]1[CH:18]=[CH:17][CH:16]=[C:15](B(O)O)[CH:14]=1.C([O-])([O-])=O.[K+].[K+], predict the reaction product. The product is: [N:13]1[CH:18]=[CH:17][CH:16]=[C:15]([C:2]2[CH:12]=[CH:11][CH:10]=[CH:9][C:3]=2[C:4]([O:6][CH2:7][CH3:8])=[O:5])[CH:14]=1. (10) Given the reactants [NH:1]([CH2:3][C:4]([OH:6])=[O:5])[CH3:2].[N:7]#[C:8][NH2:9], predict the reaction product. The product is: [O:5]=[C:4]([CH2:3][N:1]([C:8](=[NH:7])[NH2:9])[CH3:2])[OH:6].[OH2:5].[O:5]=[C:4]([CH2:3][N:1]([C:8](=[NH:7])[NH2:9])[CH3:2])[OH:6].